This data is from Forward reaction prediction with 1.9M reactions from USPTO patents (1976-2016). The task is: Predict the product of the given reaction. (1) Given the reactants Cl.[O:2]1[C:7]2[CH:8]=[CH:9][CH:10]=[CH:11][C:6]=2[N:5](N)[CH2:4][CH2:3]1.[F:13][C:14]([F:26])([F:25])[C:15]([N:17]1[CH2:22][CH2:21][C:20](=O)[CH:19]([CH3:24])[CH2:18]1)=[O:16].[BH4-].[Na+], predict the reaction product. The product is: [F:26][C:14]([F:13])([F:25])[C:15]([N:17]1[CH2:22][CH2:21][CH:20]2[N:5]3[CH2:4][CH2:3][O:2][C:7]4[CH:8]=[CH:9][CH:10]=[C:11]([C:6]3=4)[C:19]2([CH3:24])[CH2:18]1)=[O:16]. (2) Given the reactants [Cl:1][C:2]1[C:3]([C:23]#[C:24][Si:25]([CH3:28])([CH3:27])[CH3:26])=[C:4]([N+:20]([O-:22])=[O:21])[C:5](OS(C(F)(F)F)(=O)=O)=[C:6]([CH:11]=1)[C:7]([O:9][CH3:10])=[O:8].[F:29][C:30]1[CH:31]=[C:32](B(O)O)[CH:33]=[CH:34][CH:35]=1.O.C(=O)(O)[O-].[Na+], predict the reaction product. The product is: [Cl:1][C:2]1[CH:11]=[C:6]([C:7]([O:9][CH3:10])=[O:8])[C:5]([C:34]2[CH:33]=[CH:32][CH:31]=[C:30]([F:29])[CH:35]=2)=[C:4]([N+:20]([O-:22])=[O:21])[C:3]=1[C:23]#[C:24][Si:25]([CH3:26])([CH3:27])[CH3:28]. (3) Given the reactants [NH2:1][C:2]([CH3:27])([CH3:26])[C@H:3]([NH:8][C:9](=[O:25])[C:10]1[CH:15]=[CH:14][C:13]([C:16]#[C:17][C:18]#[C:19][C@@H:20]([OH:24])[CH2:21][CH2:22][OH:23])=[CH:12][CH:11]=1)[C:4](OC)=[O:5].[NH2:28][OH:29].C(O)(=O)C, predict the reaction product. The product is: [NH2:1][C:2]([CH3:27])([CH3:26])[C@H:3]([NH:8][C:9](=[O:25])[C:10]1[CH:15]=[CH:14][C:13]([C:16]#[C:17][C:18]#[C:19][C@@H:20]([OH:24])[CH2:21][CH2:22][OH:23])=[CH:12][CH:11]=1)[C:4]([NH:28][OH:29])=[O:5]. (4) The product is: [F:32][C:29]1[CH:28]=[CH:27][C:26]([N:23]2[C:24]3[CH:25]=[C:17]4[CH2:16][CH2:15][CH2:14][C@@H:13]5[CH2:33][C@@:9]([OH:8])([C:42]([F:45])([F:43])[F:44])[CH2:10][CH2:11][C@@:12]5([CH2:34][N:35]5[CH2:39][CH2:38][CH2:37][S:36]5(=[O:40])=[O:41])[C:18]4=[CH:19][C:20]=3[CH:21]=[N:22]2)=[CH:31][CH:30]=1. Given the reactants C([O:8][C@@:9]1([C:42]([F:45])([F:44])[F:43])[CH2:33][C@H:13]2[CH2:14][CH2:15][CH2:16][C:17]3[C:18](=[CH:19][C:20]4[CH:21]=[N:22][N:23]([C:26]5[CH:31]=[CH:30][C:29]([F:32])=[CH:28][CH:27]=5)[C:24]=4[CH:25]=3)[C@:12]2([CH2:34][N:35]2[CH2:39][CH2:38][CH2:37][S:36]2(=[O:41])=[O:40])[CH2:11][CH2:10]1)C1C=CC=CC=1.B(Br)(Br)Br, predict the reaction product. (5) Given the reactants ClC(Cl)(Cl)[C:3]([C:5]1[NH:6][CH:7]=[CH:8][CH:9]=1)=[O:4].C([O-])([O-])=O.[K+].[K+].Br[CH2:19][C:20](=[O:23])[CH2:21][CH3:22], predict the reaction product. The product is: [CH2:21]([C:20]1[O:23][C:3](=[O:4])[C:5]2=[CH:9][CH:8]=[CH:7][N:6]2[CH:19]=1)[CH3:22]. (6) Given the reactants [Br:1][C:2]1[CH:7]=[CH:6][C:5]([OH:8])=[C:4]([F:9])[C:3]=1[F:10].Br[CH2:12][CH3:13].[OH-].[Na+], predict the reaction product. The product is: [CH2:12]([O:8][C:5]1[CH:6]=[CH:7][C:2]([Br:1])=[C:3]([F:10])[C:4]=1[F:9])[CH3:13]. (7) Given the reactants [CH3:1][N:2]1[CH2:7][CH2:6][CH:5]([CH2:8][N:9]2[CH2:14][CH2:13][NH:12][CH2:11][CH2:10]2)[CH2:4][CH2:3]1.Br[CH2:16][C:17]([N:19]([C:26]1[CH:31]=[CH:30][CH:29]=[CH:28][CH:27]=1)[C:20]1[CH:25]=[CH:24][CH:23]=[CH:22][CH:21]=1)=[O:18].C([O-])(O)=O.[Na+], predict the reaction product. The product is: [CH3:1][N:2]1[CH2:7][CH2:6][CH:5]([CH2:8][N:9]2[CH2:14][CH2:13][N:12]([CH2:16][C:17]([N:19]([C:26]3[CH:31]=[CH:30][CH:29]=[CH:28][CH:27]=3)[C:20]3[CH:25]=[CH:24][CH:23]=[CH:22][CH:21]=3)=[O:18])[CH2:11][CH2:10]2)[CH2:4][CH2:3]1. (8) Given the reactants [NH2:1][C:2]1[CH:7]=[CH:6][C:5]([CH2:8][OH:9])=[CH:4][CH:3]=1.C(N(C(C)C)CC)(C)C.[C:19](O[C:19]([O:21][C:22]([CH3:25])([CH3:24])[CH3:23])=[O:20])([O:21][C:22]([CH3:25])([CH3:24])[CH3:23])=[O:20].C(OCC)(=O)C, predict the reaction product. The product is: [OH:9][CH2:8][C:5]1[CH:6]=[CH:7][C:2]([NH:1][C:19](=[O:20])[O:21][C:22]([CH3:25])([CH3:24])[CH3:23])=[CH:3][CH:4]=1. (9) Given the reactants [CH2:1]([O:8][C:9]1[CH:14]=[CH:13][C:12](Br)=[CH:11][C:10]=1[CH:16]([F:18])[F:17])[C:2]1[CH:7]=[CH:6][CH:5]=[CH:4][CH:3]=1.[C:19]([O:23][C:24](=[O:36])[NH:25][C:26]1([C:34]#[CH:35])[CH2:31][O:30][C:29]([CH3:33])([CH3:32])[O:28][CH2:27]1)([CH3:22])([CH3:21])[CH3:20].C(=O)([O-])[O-].[Cs+].[Cs+].O, predict the reaction product. The product is: [C:19]([O:23][C:24](=[O:36])[NH:25][C:26]1([C:34]#[C:35][C:12]2[CH:13]=[CH:14][C:9]([O:8][CH2:1][C:2]3[CH:7]=[CH:6][CH:5]=[CH:4][CH:3]=3)=[C:10]([CH:16]([F:18])[F:17])[CH:11]=2)[CH2:31][O:30][C:29]([CH3:33])([CH3:32])[O:28][CH2:27]1)([CH3:22])([CH3:21])[CH3:20]. (10) Given the reactants Br[C:2]1[CH:7]=[CH:6][CH:5]=[C:4]([CH3:8])[N:3]=1.[CH2:9]([C:13]1[CH:22]=[CH:21][C:20]2[C:15](=[CH:16][CH:17]=[CH:18][CH:19]=2)[N:14]=1)[CH2:10][C:11]#[CH:12], predict the reaction product. The product is: [CH3:8][C:4]1[N:3]=[C:2]([C:12]#[C:11][CH2:10][CH2:9][C:13]2[CH:22]=[CH:21][C:20]3[C:15](=[CH:16][CH:17]=[CH:18][CH:19]=3)[N:14]=2)[CH:7]=[CH:6][CH:5]=1.